Task: Predict the reactants needed to synthesize the given product.. Dataset: Full USPTO retrosynthesis dataset with 1.9M reactions from patents (1976-2016) (1) Given the product [CH2:1]([N:8]1[CH2:14][CH:13]([C:15](=[N:19][OH:20])[CH3:16])[C:10]2([CH2:12][CH2:11]2)[CH2:9]1)[C:2]1[CH:7]=[CH:6][CH:5]=[CH:4][CH:3]=1, predict the reactants needed to synthesize it. The reactants are: [CH2:1]([N:8]1[CH2:14][CH:13]([C:15](=O)[CH3:16])[C:10]2([CH2:12][CH2:11]2)[CH2:9]1)[C:2]1[CH:7]=[CH:6][CH:5]=[CH:4][CH:3]=1.Cl.[NH2:19][OH:20]. (2) Given the product [CH3:1][O:2][CH2:3][CH2:4][N:5]1[CH2:10][CH2:9][C:8]([CH2:12][O:13][C:14]2[C:22]3[C:21]4[CH:23]=[C:24]([C:27]#[N:28])[N:25]=[CH:26][C:20]=4[NH:19][C:18]=3[N:17]=[CH:16][CH:15]=2)([CH3:11])[CH2:7][CH2:6]1, predict the reactants needed to synthesize it. The reactants are: [CH3:1][O:2][CH2:3][CH2:4][N:5]1[CH2:10][CH2:9][C:8]([CH2:12][O:13][C:14]2[C:22]3[C:21]4[CH:23]=[C:24]([C:27]#[N:28])[N:25]=[CH:26][C:20]=4[N:19](COCC[Si](C)(C)C)[C:18]=3[N:17]=[CH:16][CH:15]=2)([CH3:11])[CH2:7][CH2:6]1.Br.[OH-].[Na+].Cl.